This data is from Catalyst prediction with 721,799 reactions and 888 catalyst types from USPTO. The task is: Predict which catalyst facilitates the given reaction. (1) Reactant: Cl[C:2]1[N:7]=[C:6](Cl)[CH:5]=[C:4]([CH3:9])[N:3]=1.[NH:10]1[CH2:15][CH2:14][O:13][CH2:12][CH2:11]1.O.[NH2:17][NH2:18]. Product: [NH:17]([C:2]1[N:7]=[C:6]([N:10]2[CH2:15][CH2:14][O:13][CH2:12][CH2:11]2)[CH:5]=[C:4]([CH3:9])[N:3]=1)[NH2:18]. The catalyst class is: 5. (2) Reactant: [CH2:1]([NH:8][C:9]([N:11]1[CH:16]2[C@H:17]([CH3:41])[N:18]([CH2:30][C:31]3[CH:32]=[CH:33][CH:34]=[C:35]4[C:40]=3[N:39]=[CH:38][CH:37]=[CH:36]4)[C:19](=[O:29])[C@H:20]([CH2:21][C:22]3[CH:27]=[CH:26][C:25]([OH:28])=[CH:24][CH:23]=3)[N:15]2[C:14](=[O:42])[CH2:13][N:12]1[CH3:43])=[O:10])[C:2]1[CH:7]=[CH:6][CH:5]=[CH:4][CH:3]=1.[C:44](Cl)(=[O:48])[CH:45]([CH3:47])[CH3:46].C(N(CC)CC)C. Product: [C:44]([O:28][C:25]1[CH:24]=[CH:23][C:22]([CH2:21][C@@H:20]2[N:15]3[CH:16]([N:11]([C:9](=[O:10])[NH:8][CH2:1][C:2]4[CH:3]=[CH:4][CH:5]=[CH:6][CH:7]=4)[N:12]([CH3:43])[CH2:13][C:14]3=[O:42])[C@H:17]([CH3:41])[N:18]([CH2:30][C:31]3[CH:32]=[CH:33][CH:34]=[C:35]4[C:40]=3[N:39]=[CH:38][CH:37]=[CH:36]4)[C:19]2=[O:29])=[CH:27][CH:26]=1)(=[O:48])[CH:45]([CH3:47])[CH3:46]. The catalyst class is: 56. (3) Product: [C:1]([O:5][C:6](=[O:34])[NH:7][C:8]1([C:12]2[CH:17]=[CH:16][C:15]([C:18]3[C:23]([C:24]4[CH:29]=[CH:28][CH:27]=[CH:26][CH:25]=4)=[CH:22][N:21]4[N:30]=[C:31]([C:39]5[CH:38]=[N:37][N:36]([CH3:35])[CH:40]=5)[N:32]=[C:20]4[N:19]=3)=[CH:14][CH:13]=2)[CH2:11][CH2:10][CH2:9]1)([CH3:4])([CH3:3])[CH3:2]. Reactant: [C:1]([O:5][C:6](=[O:34])[NH:7][C:8]1([C:12]2[CH:17]=[CH:16][C:15]([C:18]3[C:23]([C:24]4[CH:29]=[CH:28][CH:27]=[CH:26][CH:25]=4)=[CH:22][N:21]4[N:30]=[C:31](Br)[N:32]=[C:20]4[N:19]=3)=[CH:14][CH:13]=2)[CH2:11][CH2:10][CH2:9]1)([CH3:4])([CH3:3])[CH3:2].[CH3:35][N:36]1[CH:40]=[C:39](B2OC(C)(C)C(C)(C)O2)[CH:38]=[N:37]1.C(=O)([O-])[O-].[Na+].[Na+].COCCOC. The catalyst class is: 587. (4) Reactant: [F:1][C:2]([F:7])([F:6])[C:3]([OH:5])=[O:4].[Br:8][C:9]1[CH:29]=[CH:28][C:12]([C:13]([N:15]2[CH2:20][CH2:19][N:18](C(OC(C)(C)C)=O)[CH2:17][CH2:16]2)=[O:14])=[CH:11][CH:10]=1. Product: [F:1][C:2]([F:7])([F:6])[C:3]([OH:5])=[O:4].[Br:8][C:9]1[CH:10]=[CH:11][C:12]([C:13]([N:15]2[CH2:16][CH2:17][NH:18][CH2:19][CH2:20]2)=[O:14])=[CH:28][CH:29]=1. The catalyst class is: 4. (5) Reactant: [Cl:1][C:2]1[CH:3]=[C:4]([CH:6]=[CH:7][C:8]=1[F:9])[NH2:5].CCN(C(C)C)C(C)C.Cl[C:20](Cl)([O:22]C(=O)OC(Cl)(Cl)Cl)Cl.[N:31]1[N:35]2[CH2:36][CH2:37][NH:38][CH2:39][C:34]2=[C:33]([N:40]2[CH2:44][CH2:43][CH2:42][C:41]2=[O:45])[CH:32]=1. Product: [Cl:1][C:2]1[CH:3]=[C:4]([NH:5][C:20]([N:38]2[CH2:37][CH2:36][N:35]3[N:31]=[CH:32][C:33]([N:40]4[CH2:44][CH2:43][CH2:42][C:41]4=[O:45])=[C:34]3[CH2:39]2)=[O:22])[CH:6]=[CH:7][C:8]=1[F:9]. The catalyst class is: 2. (6) Reactant: [F:1][C:2]1[C:7]2[O:8][CH2:9][CH2:10][O:11][C:6]=2[CH:5]=[C:4]2[O:12][CH2:13][C:14]3([C:22]4[C:17](=[CH:18][CH:19]=[CH:20][CH:21]=4)[NH:16][C:15]3=[O:23])[C:3]=12.Br.Br[CH2:26][C:27]1[CH:32]=[CH:31][CH:30]=[CH:29][N:28]=1.C(=O)([O-])[O-].[Cs+].[Cs+]. Product: [F:1][C:2]1[C:7]2[O:8][CH2:9][CH2:10][O:11][C:6]=2[CH:5]=[C:4]2[O:12][CH2:13][C:14]3([C:22]4[C:17](=[CH:18][CH:19]=[CH:20][CH:21]=4)[N:16]([CH2:26][C:27]4[CH:32]=[CH:31][CH:30]=[CH:29][N:28]=4)[C:15]3=[O:23])[C:3]=12. The catalyst class is: 9. (7) Reactant: [NH:1]1[CH2:6][CH:5]=[C:4]([C:7]2[C:15]3[C:10](=[CH:11][CH:12]=[CH:13][CH:14]=3)[NH:9][CH:8]=2)[CH2:3][CH2:2]1.[CH3:16][S:17][C:18]1[N:23]([CH3:24])[C:22](=[O:25])[C:21]([CH2:26][CH2:27]Cl)=[C:20]([CH3:29])[N:19]=1.[I-].[K+].C(N(CC)CC)C. Product: [NH:9]1[C:10]2[C:15](=[CH:14][CH:13]=[CH:12][CH:11]=2)[C:7]([C:4]2[CH2:3][CH2:2][N:1]([CH2:27][CH2:26][C:21]3[C:22](=[O:25])[N:23]([CH3:24])[C:18]([S:17][CH3:16])=[N:19][C:20]=3[CH3:29])[CH2:6][CH:5]=2)=[CH:8]1. The catalyst class is: 10. (8) Reactant: [Cl:1][C:2]1[CH:3]=[C:4]([CH2:8][CH:9]([CH3:16])[CH2:10][C:11]([O:13]CC)=[O:12])[CH:5]=[CH:6][CH:7]=1.[OH-].[Na+]. Product: [Cl:1][C:2]1[CH:3]=[C:4]([CH2:8][CH:9]([CH3:16])[CH2:10][C:11]([OH:13])=[O:12])[CH:5]=[CH:6][CH:7]=1. The catalyst class is: 14.